From a dataset of Full USPTO retrosynthesis dataset with 1.9M reactions from patents (1976-2016). Predict the reactants needed to synthesize the given product. (1) Given the product [F:38][C:37]([F:40])([F:39])[C:35]([OH:41])=[O:36].[F:38][C:37]([F:40])([F:39])[C:35]([OH:41])=[O:36].[CH3:1][O:2][C:3]1[C:4]([CH2:21][N:22]2[CH2:27][CH2:26][NH:25][CH2:24][CH2:23]2)=[C:5]2[C:9](=[CH:10][CH:11]=1)[N:8]([S:12]([C:15]1[CH:16]=[CH:17][CH:18]=[CH:19][CH:20]=1)(=[O:13])=[O:14])[CH:7]=[CH:6]2, predict the reactants needed to synthesize it. The reactants are: [CH3:1][O:2][C:3]1[C:4]([CH2:21][N:22]2[CH2:27][CH2:26][N:25](C(OC(C)(C)C)=O)[CH2:24][CH2:23]2)=[C:5]2[C:9](=[CH:10][CH:11]=1)[N:8]([S:12]([C:15]1[CH:20]=[CH:19][CH:18]=[CH:17][CH:16]=1)(=[O:14])=[O:13])[CH:7]=[CH:6]2.[C:35]([OH:41])([C:37]([F:40])([F:39])[F:38])=[O:36]. (2) Given the product [NH:28]1[C:29]2[CH:34]=[CH:33][CH:32]=[CH:31][C:30]=2[N:26]=[C:27]1[C:35]1[C:43]2[C:38](=[CH:39][CH:40]=[C:41]([NH:44][C:4]([CH:1]3[CH2:3][CH2:2]3)=[O:6])[CH:42]=2)[N:37]([CH:45]2[CH2:50][CH2:49][CH2:48][CH2:47][O:46]2)[N:36]=1, predict the reactants needed to synthesize it. The reactants are: [CH:1]1([C:4]([OH:6])=O)[CH2:3][CH2:2]1.C1C=CC2N(O)N=NC=2C=1.C(Cl)CCl.C(=O)(O)[O-].[Na+].[NH:26]1[C:30]2[CH:31]=[CH:32][CH:33]=[CH:34][C:29]=2[N:28]=[C:27]1[C:35]1[C:43]2[C:38](=[CH:39][CH:40]=[C:41]([NH2:44])[CH:42]=2)[N:37]([CH:45]2[CH2:50][CH2:49][CH2:48][CH2:47][O:46]2)[N:36]=1. (3) Given the product [F:47][C:44]1([F:46])[O:43][C:42]2[CH:48]=[CH:49][C:39]([C:36]3([C:34]([NH:33][C:31]4[CH:30]=[CH:29][C:28]([CH3:50])=[C:27]([C:12]5[CH:13]=[CH:14][C:9]([C:3]([OH:8])([C:4]([F:6])([F:5])[F:7])[C:2]([F:1])([F:25])[F:24])=[CH:10][CH:11]=5)[N:32]=4)=[O:35])[CH2:38][CH2:37]3)=[CH:40][C:41]=2[O:45]1, predict the reactants needed to synthesize it. The reactants are: [F:1][C:2]([F:25])([F:24])[C:3]([C:9]1[CH:14]=[CH:13][C:12](B2OC(C)(C)C(C)(C)O2)=[CH:11][CH:10]=1)([OH:8])[C:4]([F:7])([F:6])[F:5].Cl[C:27]1[N:32]=[C:31]([NH:33][C:34]([C:36]2([C:39]3[CH:49]=[CH:48][C:42]4[O:43][C:44]([F:47])([F:46])[O:45][C:41]=4[CH:40]=3)[CH2:38][CH2:37]2)=[O:35])[CH:30]=[CH:29][C:28]=1[CH3:50].